Predict the reactants needed to synthesize the given product. From a dataset of Full USPTO retrosynthesis dataset with 1.9M reactions from patents (1976-2016). (1) The reactants are: [OH:1][CH:2]([C:4]1[O:5][C:6](=[O:21])[C:7]2[C:12]([C:13]=1[C:14]1[S:18][C:17]([CH:19]=O)=[CH:16][CH:15]=1)=[CH:11][CH:10]=[CH:9][CH:8]=2)[CH3:3].C(O)(=O)C.[N:26]1([C:32]([O:34][CH2:35][C:36]2[CH:41]=[CH:40][CH:39]=[CH:38][CH:37]=2)=[O:33])[CH2:31][CH2:30][NH:29][CH2:28][CH2:27]1.[Na].C([O-])(O)=O.[Na+]. Given the product [OH:1][CH:2]([C:4]1[O:5][C:6](=[O:21])[C:7]2[C:12]([C:13]=1[C:14]1[S:18][C:17]([CH2:19][N:29]3[CH2:30][CH2:31][N:26]([C:32]([O:34][CH2:35][C:36]4[CH:41]=[CH:40][CH:39]=[CH:38][CH:37]=4)=[O:33])[CH2:27][CH2:28]3)=[CH:16][CH:15]=1)=[CH:11][CH:10]=[CH:9][CH:8]=2)[CH3:3], predict the reactants needed to synthesize it. (2) Given the product [NH2:20][C:21]1[CH:26]=[CH:25][C:24](/[N:15]=[N:14]/[C:11]2[CH:12]=[CH:13][C:8]([S:7]([F:16])([F:17])([F:18])([F:19])[F:6])=[CH:9][CH:10]=2)=[CH:23][CH:22]=1, predict the reactants needed to synthesize it. The reactants are: F[B-](F)(F)F.[F:6][S:7]([F:19])([F:18])([F:17])([F:16])[C:8]1[CH:13]=[CH:12][C:11]([N+:14]#[N:15])=[CH:10][CH:9]=1.[NH2:20][C:21]1[CH:26]=[CH:25][CH:24]=[CH:23][CH:22]=1. (3) The reactants are: N[C:2]1[CH:7]=[CH:6][CH:5]=[CH:4][C:3]=1[OH:8].[NH:9]([C:18](OC(C)(C)C)=O)[C@H:10]([C:15]([OH:17])=O)[C:11]([CH3:14])([CH3:13])[CH3:12]. Given the product [C:11]([C:2]1[C:3]([OH:8])=[C:4]([CH:5]=[CH:6][CH:7]=1)[CH2:18][NH:9][C@@H:10]([C:11]([CH3:12])([CH3:13])[CH3:14])[C:15]([N:9]([CH3:18])[CH3:10])=[O:17])([CH3:14])([CH3:13])[CH3:12], predict the reactants needed to synthesize it. (4) Given the product [I:1][C:2]1[C:10]2[N:9]=[N:8][N:7]([C:11]3[CH:16]=[CH:15][N:14]=[C:13]([NH:30][CH:27]4[CH2:28][CH2:29][N:24]([S:21]([CH3:20])(=[O:23])=[O:22])[CH2:25][CH2:26]4)[N:12]=3)[C:6]=2[CH:5]=[CH:4][CH:3]=1, predict the reactants needed to synthesize it. The reactants are: [I:1][C:2]1[C:10]2[N:9]=[N:8][N:7]([C:11]3[CH:16]=[CH:15][N:14]=[C:13](S(C)=O)[N:12]=3)[C:6]=2[CH:5]=[CH:4][CH:3]=1.[CH3:20][S:21]([N:24]1[CH2:29][CH2:28][CH:27]([NH2:30])[CH2:26][CH2:25]1)(=[O:23])=[O:22]. (5) Given the product [CH:1]1([C:7]2[C:8]3[S:27][C:26]([C:28]([OH:30])=[O:29])=[CH:25][C:9]=3[N:10]3[CH2:20][CH2:21][N:36]([CH3:35])[CH2:18][C:13]4[CH:14]=[CH:15][CH:16]=[CH:17][C:12]=4[C:11]=23)[CH2:6][CH2:5][CH2:4][CH2:3][CH2:2]1, predict the reactants needed to synthesize it. The reactants are: [CH:1]1([C:7]2[C:8]3[S:27][C:26]([C:28]([O:30]C(C)(C)C)=[O:29])=[CH:25][C:9]=3[N:10]([CH2:20][C:21](OC)=O)[C:11]=2[C:12]2[CH:17]=[CH:16][CH:15]=[CH:14][C:13]=2[CH:18]=O)[CH2:6][CH2:5][CH2:4][CH2:3][CH2:2]1.[CH3:35][NH2:36].[BH4-].[Na+].B.CSC.Cl.